Dataset: Full USPTO retrosynthesis dataset with 1.9M reactions from patents (1976-2016). Task: Predict the reactants needed to synthesize the given product. (1) Given the product [C:17]([O:10][C:9]1[CH:11]=[CH:12][C:4]([CH2:3][CH2:2][C:1]([OH:14])=[O:13])=[CH:5][C:6]=1[O:7][CH3:8])(=[O:18])[CH3:16], predict the reactants needed to synthesize it. The reactants are: [C:1]([OH:14])(=[O:13])/[CH:2]=[CH:3]/[C:4]1[CH:12]=[CH:11][C:9]([OH:10])=[C:6]([O:7][CH3:8])[CH:5]=1.C1C[O:18][CH2:17][CH2:16]1.[H][H]. (2) Given the product [CH:15]1[C:23]2[C:22]3[CH:24]=[CH:25][CH:26]=[CH:27][C:21]=3[O:20][C:19]=2[C:18]([CH2:28][NH:6][C:5]2[CH:7]=[CH:8][C:9]([C:10]3[O:14][CH:13]=[N:12][CH:11]=3)=[C:3]([O:2][CH3:1])[CH:4]=2)=[CH:17][CH:16]=1, predict the reactants needed to synthesize it. The reactants are: [CH3:1][O:2][C:3]1[CH:4]=[C:5]([CH:7]=[CH:8][C:9]=1[C:10]1[O:14][CH:13]=[N:12][CH:11]=1)[NH2:6].[CH:15]1[C:23]2[C:22]3[CH:24]=[CH:25][CH:26]=[CH:27][C:21]=3[O:20][C:19]=2[C:18]([CH:28]=O)=[CH:17][CH:16]=1. (3) Given the product [CH3:29][O:28][C:24]1[CH:23]=[C:22]([CH:27]=[CH:26][CH:25]=1)[CH2:21][O:20][C:18]1[CH:17]=[CH:16][C:15]([S:30][C:31]2[CH:36]=[CH:35][C:34]([NH:37][C:38](=[O:40])[CH3:39])=[CH:33][CH:32]=2)=[C:14]([NH:13][C:2]2[C:3]3[C:8](=[N:7][C:6]([CH2:12][CH2:41][CH3:42])=[CH:5][CH:4]=3)[N:9]=[CH:10][CH:11]=2)[CH:19]=1, predict the reactants needed to synthesize it. The reactants are: Cl[C:2]1[CH:11]=[CH:10][N:9]=[C:8]2[C:3]=1[CH:4]=[CH:5][C:6]([CH3:12])=[N:7]2.[NH2:13][C:14]1[CH:19]=[C:18]([O:20][CH2:21][C:22]2[CH:27]=[CH:26][CH:25]=[C:24]([O:28][CH3:29])[CH:23]=2)[CH:17]=[CH:16][C:15]=1[S:30][C:31]1[CH:36]=[CH:35][C:34]([NH:37][C:38](=[O:40])[CH3:39])=[CH:33][CH:32]=1.[CH2:41](O)[CH3:42]. (4) The reactants are: [Cl:1][C:2]1[C:10]2[C:5](=[CH:6][CH:7]=[C:8]([CH2:11]Cl)[CH:9]=2)[N:4]([C:13]([O:15][C:16]([CH3:19])([CH3:18])[CH3:17])=[O:14])[CH:3]=1.C[Sn](C)(C)[C:22]1[CH:23]=[C:24]([CH:29]=[CH:30][N:31]=1)[C:25]([O:27][CH3:28])=[O:26]. Given the product [Cl:1][C:2]1[C:10]2[C:5](=[CH:6][CH:7]=[C:8]([CH2:11][C:22]3[CH:23]=[C:24]([C:25]([O:27][CH3:28])=[O:26])[CH:29]=[CH:30][N:31]=3)[CH:9]=2)[N:4]([C:13]([O:15][C:16]([CH3:19])([CH3:18])[CH3:17])=[O:14])[CH:3]=1, predict the reactants needed to synthesize it. (5) Given the product [F:10][CH:9]([F:11])[CH:8]([C:5]1[CH:6]=[CH:7][C:2]([B:18]2[O:22][C:21]([CH3:24])([CH3:23])[C:20]([CH3:26])([CH3:25])[O:19]2)=[CH:3][CH:4]=1)[OH:12], predict the reactants needed to synthesize it. The reactants are: Br[C:2]1[CH:7]=[CH:6][C:5]([CH:8]([OH:12])[CH:9]([F:11])[F:10])=[CH:4][CH:3]=1.C([O-])(=O)C.[K+].[B:18]1([B:18]2[O:22][C:21]([CH3:24])([CH3:23])[C:20]([CH3:26])([CH3:25])[O:19]2)[O:22][C:21]([CH3:24])([CH3:23])[C:20]([CH3:26])([CH3:25])[O:19]1. (6) Given the product [CH3:12][O:13][C:14]1[CH:19]=[C:18]([CH3:20])[C:17]2[CH2:21][O:22][C@@H:23]3[C@H:27]([C:16]=2[CH:15]=1)[CH2:26][N:25]([C:7]([O:9][CH2:10][CH3:11])=[O:8])[CH2:24]3, predict the reactants needed to synthesize it. The reactants are: C(=O)(O)[O-].[Na+].Cl[C:7]([O:9][CH2:10][CH3:11])=[O:8].[CH3:12][O:13][C:14]1[CH:19]=[C:18]([CH3:20])[C:17]2[CH2:21][O:22][C@@H:23]3[C@H:27]([C:16]=2[CH:15]=1)[CH2:26][NH:25][CH2:24]3.C1COCC1. (7) Given the product [C:19]([C:23]1[CH:24]=[C:25]([CH:27]=[C:28]([C:30]([CH3:33])([CH3:32])[CH3:31])[CH:29]=1)[O:1][N:2]1[C:7]([CH3:9])([CH3:8])[CH2:6][CH2:5][CH2:4][C:3]1([CH3:11])[CH3:10])([CH3:22])([CH3:21])[CH3:20], predict the reactants needed to synthesize it. The reactants are: [OH:1][N:2]1[C:7]([CH3:9])([CH3:8])[CH2:6][CH2:5][CH2:4][C:3]1([CH3:11])[CH3:10].N(OC(C)(C)C)=O.[C:19]([C:23]1[CH:24]=[C:25]([CH:27]=[C:28]([C:30]([CH3:33])([CH3:32])[CH3:31])[CH:29]=1)N)([CH3:22])([CH3:21])[CH3:20]. (8) Given the product [NH:41]1[C:42]2[C:38](=[C:37]([C:2]3[N:3]=[C:4]([N:23]4[CH2:28][CH2:27][O:26][CH2:25][CH2:24]4)[C:5]4[S:10][C:9]([C:12]5[CH:13]=[C:14]([N:18]([CH3:22])[C:19](=[O:21])[CH3:20])[CH:15]=[CH:16][CH:17]=5)=[CH:8][C:6]=4[N:7]=3)[CH:45]=[CH:44][CH:43]=2)[CH:39]=[N:40]1, predict the reactants needed to synthesize it. The reactants are: Cl[C:2]1[N:3]=[C:4]([N:23]2[CH2:28][CH2:27][O:26][CH2:25][CH2:24]2)[C:5]2[S:10][C:9]([C:12]3[CH:13]=[C:14]([N:18]([CH3:22])[C:19](=[O:21])[CH3:20])[CH:15]=[CH:16][CH:17]=3)(I)[CH2:8][C:6]=2[N:7]=1.CC1(C)C(C)(C)OB([C:37]2[CH:45]=[CH:44][CH:43]=[C:42]3[C:38]=2[CH:39]=[N:40][NH:41]3)O1. (9) Given the product [C:1]([O:5][C:6](=[O:18])[CH2:7][C@@H:8]([CH2:16][O:17][S:25]([C:22]1[CH:23]=[CH:24][C:19]([CH3:29])=[CH:20][CH:21]=1)(=[O:27])=[O:26])[CH2:9][C@H:10]([CH3:15])[CH2:11][CH2:12][CH2:13][CH3:14])([CH3:3])([CH3:2])[CH3:4], predict the reactants needed to synthesize it. The reactants are: [C:1]([O:5][C:6](=[O:18])[CH2:7][C@@H:8]([CH2:16][OH:17])[CH2:9][C@H:10]([CH3:15])[CH2:11][CH2:12][CH2:13][CH3:14])([CH3:4])([CH3:3])[CH3:2].[C:19]1([CH3:29])[CH:24]=[CH:23][C:22]([S:25](Cl)(=[O:27])=[O:26])=[CH:21][CH:20]=1.C(N(CC)CC)C. (10) The reactants are: Cl[C:2]1[N:7]([C:8]2[CH:13]=[CH:12][CH:11]=[C:10]([C:14]([F:17])([F:16])[F:15])[CH:9]=2)[C:6](=[O:18])[N:5]([CH3:19])[C:4](=[O:20])[CH:3]=1.[CH:21]([Mg]Cl)([CH3:23])[CH3:22].Cl. Given the product [CH:21]([C:2]1[N:7]([C:8]2[CH:13]=[CH:12][CH:11]=[C:10]([C:14]([F:17])([F:16])[F:15])[CH:9]=2)[C:6](=[O:18])[N:5]([CH3:19])[C:4](=[O:20])[CH:3]=1)([CH3:23])[CH3:22], predict the reactants needed to synthesize it.